From a dataset of Full USPTO retrosynthesis dataset with 1.9M reactions from patents (1976-2016). Predict the reactants needed to synthesize the given product. (1) Given the product [F:12][C:13]1[CH:20]=[CH:19][CH:18]=[CH:17][C:14]=1[C:15]([C:4]1[CH:9]=[CH:8][N:7]=[C:6]([S:10][CH3:11])[N:5]=1)=[O:16], predict the reactants needed to synthesize it. The reactants are: [H-].[Na+].Cl[C:4]1[CH:9]=[CH:8][N:7]=[C:6]([S:10][CH3:11])[N:5]=1.[F:12][C:13]1[CH:20]=[CH:19][CH:18]=[CH:17][C:14]=1[CH:15]=[O:16].[I-].C[N+]1C=CN(C)C=1. (2) Given the product [C:1]12([C:8]3[CH2:12][CH:11]=[CH:10][CH:9]=3)[CH2:7][CH:4]([CH2:3][CH2:2]1)[CH2:5][CH2:6]2, predict the reactants needed to synthesize it. The reactants are: [C:1]12([C:8]3[C:12](=C)[CH:11]=[CH:10][CH:9]=3)[CH2:7][CH:4]([CH2:5][CH2:6]1)[CH2:3][CH2:2]2.[H-].[H-].[H-].[H-].[Li+].[Al+3].O.C(OCC)C. (3) Given the product [CH2:1]([O:8][C:9]1[CH:10]=[CH:11][C:12]([C:13]([O:15][C:28]2[CH:29]=[CH:30][C:25]([O:24][CH2:18][CH2:19][CH2:20][CH2:21][CH2:22][CH3:23])=[CH:26][CH:27]=2)=[O:14])=[CH:16][CH:17]=1)[C:2]1[CH:3]=[CH:4][CH:5]=[CH:6][CH:7]=1, predict the reactants needed to synthesize it. The reactants are: [CH2:1]([O:8][C:9]1[CH:17]=[CH:16][C:12]([C:13]([OH:15])=[O:14])=[CH:11][CH:10]=1)[C:2]1[CH:7]=[CH:6][CH:5]=[CH:4][CH:3]=1.[CH2:18]([O:24][C:25]1[CH:30]=[CH:29][C:28](O)=[CH:27][CH:26]=1)[CH2:19][CH2:20][CH2:21][CH2:22][CH3:23].C1(N=C=NC2CCCCC2)CCCCC1.O.